This data is from Catalyst prediction with 721,799 reactions and 888 catalyst types from USPTO. The task is: Predict which catalyst facilitates the given reaction. (1) Reactant: C[O:2][C:3]([C:5]1[N:6]=[C:7]([CH:15]2[CH2:17][CH2:16]2)[C:8]2[C:13]([CH:14]=1)=[CH:12][CH:11]=[CH:10][CH:9]=2)=[O:4].[OH-].[Na+]. Product: [CH:15]1([C:7]2[C:8]3[C:13](=[CH:12][CH:11]=[CH:10][CH:9]=3)[CH:14]=[C:5]([C:3]([OH:4])=[O:2])[N:6]=2)[CH2:16][CH2:17]1. The catalyst class is: 5. (2) Product: [NH2:1][C:2]1[C:7]([F:8])=[C:6]([C:9]2[CH:14]=[CH:13][C:12]([Cl:15])=[C:11]([O:16][CH3:17])[C:10]=2[F:18])[N:5]=[C:4]([C:19]([O:21][CH3:22])=[O:20])[CH:3]=1. The catalyst class is: 6. Reactant: [NH2:1][C:2]1[C:7]([F:8])=[C:6]([C:9]2[CH:14]=[CH:13][C:12]([Cl:15])=[C:11]([O:16][CH3:17])[C:10]=2[F:18])[N:5]=[C:4]([C:19]([O:21][CH2:22]C2C=CC=CC=2)=[O:20])[CH:3]=1.CO.C[O-].[Na+]. (3) Reactant: Cl.[C:2]([C:4]1[CH:5]=[C:6]([CH:9]=[CH:10][CH:11]=1)[CH2:7][NH2:8])#[N:3].[C:12](O[C:12]([O:14][C:15]([CH3:18])([CH3:17])[CH3:16])=[O:13])([O:14][C:15]([CH3:18])([CH3:17])[CH3:16])=[O:13].C(N(CC)CC)C. Product: [C:2]([C:4]1[CH:5]=[C:6]([CH:9]=[CH:10][CH:11]=1)[CH2:7][NH:8][C:12](=[O:13])[O:14][C:15]([CH3:18])([CH3:17])[CH3:16])#[N:3]. The catalyst class is: 2. (4) Reactant: [CH2:1]([Li])[CH2:2][CH2:3][CH3:4].[CH3:1][CH2:2][CH2:3][CH2:4]CC.C(NC(C)C)(C)C.[O:19]1[C:27]2C=[CH:25][N:24]=[CH:23][C:22]=2C=C1.CI.C(=O)([O-])O.[Na+]. Product: [CH3:4][C:3]1[O:19][C:27]2[CH:22]=[CH:23][N:24]=[CH:25][C:1]=2[CH:2]=1. The catalyst class is: 30. (5) Reactant: [Cl:1][C:2]1[CH:3]=[C:4]([C:12]2[N:17]=[CH:16][C:15]([C:18]3[C:19]([CH2:38][CH3:39])=[C:20]([CH:24]4[CH2:29][CH2:28][N:27]([CH2:30][CH2:31][CH2:32][C:33]([O:35]CC)=[O:34])[CH2:26][CH2:25]4)[CH:21]=[CH:22][CH:23]=3)=[CH:14][N:13]=2)[CH:5]=[CH:6][C:7]=1[O:8][CH:9]([CH3:11])[CH3:10].[OH-].[Na+]. Product: [Cl:1][C:2]1[CH:3]=[C:4]([C:12]2[N:17]=[CH:16][C:15]([C:18]3[C:19]([CH2:38][CH3:39])=[C:20]([CH:24]4[CH2:25][CH2:26][N:27]([CH2:30][CH2:31][CH2:32][C:33]([OH:35])=[O:34])[CH2:28][CH2:29]4)[CH:21]=[CH:22][CH:23]=3)=[CH:14][N:13]=2)[CH:5]=[CH:6][C:7]=1[O:8][CH:9]([CH3:11])[CH3:10]. The catalyst class is: 252. (6) Reactant: [CH:1]1(B(O)O)[CH2:3]C1.F[C:8](F)(F)[C:9]([OH:11])=O.[Br-].[Cu][C:16]#[N:17].[Si:18]([O:25][C:26]1[CH:31]=[CH:30][C:29](B(O)O)=[CH:28][CH:27]=1)([C:21]([CH3:24])([CH3:23])[CH3:22])([CH3:20])[CH3:19].FC(F)(F)S(O[C:41]1[CH:42]([CH3:48])[O:43][C:44](=[O:47])[C:45]=1[CH3:46])(=O)=O.C(#[N:53])C. Product: [OH:25][C:26]1[CH:27]=[CH:28][C:29]([C:41]2[C:42]([CH3:48])=[N:53][N:17]([CH:16]3[CH2:1][CH2:3][CH2:8][CH2:9][O:11]3)[C:44](=[O:47])[C:45]=2[CH3:46])=[CH:30][CH:31]=1.[Si:18]([O:25][C:26]1[CH:31]=[CH:30][C:29]([C:41]2[CH:42]([CH3:48])[O:43][C:44](=[O:47])[C:45]=2[CH3:46])=[CH:28][CH:27]=1)([C:21]([CH3:24])([CH3:23])[CH3:22])([CH3:20])[CH3:19]. The catalyst class is: 145. (7) Reactant: [OH:1][CH:2]1[CH2:5][CH:4]([C:6]#[C:7][C:8]2[O:12][N:11]=[C:10]([CH2:13][CH2:14][C@@:15]([CH3:30])([S:26]([CH3:29])(=[O:28])=[O:27])[C:16]([O:18][CH2:19][C:20]3[CH:25]=[CH:24][CH:23]=[CH:22][CH:21]=3)=[O:17])[CH:9]=2)[CH2:3]1.CCN(C(C)C)C(C)C.S(=O)(=O)=O.N1C=CC=CC=1. Product: [CH3:30][C@@:15]([S:26]([CH3:29])(=[O:27])=[O:28])([CH2:14][CH2:13][C:10]1[CH:9]=[C:8]([C:7]#[C:6][CH:4]2[CH2:5][C:2](=[O:1])[CH2:3]2)[O:12][N:11]=1)[C:16]([O:18][CH2:19][C:20]1[CH:21]=[CH:22][CH:23]=[CH:24][CH:25]=1)=[O:17]. The catalyst class is: 583. (8) Reactant: [CH2:1]([O:3]C1C=CC2C(=CC=CC=2)N1C(OCC)=O)[CH3:2].C(O)(=O)C.[NH:23]([C:25]([C:27]1[C:28]([N:36]2[CH2:41][CH2:40][N:39]([C:42]([O:44][C:45]([CH3:48])([CH3:47])[CH3:46])=[O:43])[CH2:38][CH2:37]2)=[C:29]2[CH:35]=[CH:34][NH:33][C:30]2=[N:31][CH:32]=1)=[O:26])[NH2:24]. Product: [C:1]([NH:24][NH:23][C:25]([C:27]1[C:28]([N:36]2[CH2:41][CH2:40][N:39]([C:42]([O:44][C:45]([CH3:48])([CH3:47])[CH3:46])=[O:43])[CH2:38][CH2:37]2)=[C:29]2[CH:35]=[CH:34][NH:33][C:30]2=[N:31][CH:32]=1)=[O:26])(=[O:3])[CH3:2]. The catalyst class is: 577.